This data is from Full USPTO retrosynthesis dataset with 1.9M reactions from patents (1976-2016). The task is: Predict the reactants needed to synthesize the given product. (1) The reactants are: [CH3:1][O:2][C:3]1[CH:4]=[C:5]2[C:9](=[CH:10][CH:11]=1)[N:8]([CH2:12][C:13]1[N:18]=[C:17]([C:19](O)=[O:20])[CH:16]=[CH:15][CH:14]=1)[C:7]([C:22]1[CH:27]=[CH:26][CH:25]=[CH:24][CH:23]=1)=[CH:6]2.[CH3:28][S:29]([NH2:32])(=[O:31])=[O:30].Cl.C(N=C=NCCCN(C)C)C.Cl. Given the product [CH3:28][S:29]([NH:32][C:19]([C:17]1[CH:16]=[CH:15][CH:14]=[C:13]([CH2:12][N:8]2[C:9]3[C:5](=[CH:4][C:3]([O:2][CH3:1])=[CH:11][CH:10]=3)[CH:6]=[C:7]2[C:22]2[CH:27]=[CH:26][CH:25]=[CH:24][CH:23]=2)[N:18]=1)=[O:20])(=[O:31])=[O:30], predict the reactants needed to synthesize it. (2) Given the product [CH3:24][CH:25]1[CH2:30][CH2:29][N:28]([CH2:31][C:32]2[CH:33]=[CH:34][C:35]([NH:36]/[C:4](=[C:11]3\[C:12](=[O:23])[NH:13][C:14]4[C:19]\3=[CH:18][C:17]([N+:20]([O-:22])=[O:21])=[CH:16][CH:15]=4)/[C:5]3[CH:10]=[CH:9][CH:8]=[CH:7][CH:6]=3)=[CH:37][CH:38]=2)[CH2:27][CH2:26]1, predict the reactants needed to synthesize it. The reactants are: C(O[C:4](=[C:11]1[C:19]2[C:14](=[CH:15][CH:16]=[C:17]([N+:20]([O-:22])=[O:21])[CH:18]=2)[NH:13][C:12]1=[O:23])[C:5]1[CH:10]=[CH:9][CH:8]=[CH:7][CH:6]=1)C.[CH3:24][CH:25]1[CH2:30][CH2:29][N:28]([CH2:31][C:32]2[CH:38]=[CH:37][C:35]([NH2:36])=[CH:34][CH:33]=2)[CH2:27][CH2:26]1. (3) Given the product [C:28]1([CH:27]=[C:12]([C:14]2[CH:15]=[C:16]([O:20][C:21]([F:24])([F:23])[F:22])[CH:17]=[CH:18][CH:19]=2)[C:8]2[CH:7]=[C:6]([O:5][C:4]([F:26])([F:25])[F:3])[CH:11]=[CH:10][CH:9]=2)[CH:33]=[CH:32][CH:31]=[CH:30][CH:29]=1, predict the reactants needed to synthesize it. The reactants are: [H-].[Na+].[F:3][C:4]([F:26])([F:25])[O:5][C:6]1[CH:7]=[C:8]([C:12]([C:14]2[CH:19]=[CH:18][CH:17]=[C:16]([O:20][C:21]([F:24])([F:23])[F:22])[CH:15]=2)=O)[CH:9]=[CH:10][CH:11]=1.[CH2:27](P(=O)(OCC)OCC)[C:28]1[CH:33]=[CH:32][CH:31]=[CH:30][CH:29]=1.O.